Dataset: Catalyst prediction with 721,799 reactions and 888 catalyst types from USPTO. Task: Predict which catalyst facilitates the given reaction. (1) Reactant: [Cl:1][C:2]1[CH:3]=[C:4]([CH:8]2[C:13]([C:14]([OH:16])=O)=[C:12]([CH2:17][O:18][CH3:19])[NH:11][C:10](=[O:20])[NH:9]2)[CH:5]=[CH:6][CH:7]=1.[C:21]1([CH:27]([C:31]2[CH:36]=[CH:35][CH:34]=[CH:33][CH:32]=2)[CH2:28][CH2:29][NH2:30])[CH:26]=[CH:25][CH:24]=[CH:23][CH:22]=1.CCN=C=NCCCN(C)C.Cl. Product: [C:31]1([CH:27]([C:21]2[CH:22]=[CH:23][CH:24]=[CH:25][CH:26]=2)[CH2:28][CH2:29][NH:30][C:14]([C:13]2[CH:8]([C:4]3[CH:5]=[CH:6][CH:7]=[C:2]([Cl:1])[CH:3]=3)[NH:9][C:10](=[O:20])[NH:11][C:12]=2[CH2:17][O:18][CH3:19])=[O:16])[CH:32]=[CH:33][CH:34]=[CH:35][CH:36]=1. The catalyst class is: 3. (2) Reactant: [CH:1]1[C:13]([OH:14])=[CH:12][C:11]2[C:15]3[C:20]([N:9]4[C:10]=2[C:2]=1[C:3]1[CH:4]=[CH:5][CH:6]=[CH:7][C:8]=14)=[CH:19][CH:18]=[CH:17][CH:16]=3.N1C=CC=CC=1.[F:27][C:28]([F:41])([F:40])[S:29](O[S:29]([C:28]([F:41])([F:40])[F:27])(=[O:31])=[O:30])(=[O:31])=[O:30]. Product: [F:27][C:28]([F:41])([F:40])[S:29]([O:14][C:13]1[CH:12]=[C:11]2[C:10]3=[C:2]([C:3]4[C:8]([N:9]3[C:20]3[CH:19]=[CH:18][CH:17]=[CH:16][C:15]2=3)=[CH:7][CH:6]=[CH:5][CH:4]=4)[CH:1]=1)(=[O:31])=[O:30]. The catalyst class is: 2.